From a dataset of Retrosynthesis with 50K atom-mapped reactions and 10 reaction types from USPTO. Predict the reactants needed to synthesize the given product. (1) Given the product O=C(NC1CCCCC1=O)c1ncccc1OCc1ccccc1, predict the reactants needed to synthesize it. The reactants are: O=C(NC1CCCCC1O)c1ncccc1OCc1ccccc1. (2) The reactants are: CN.Cc1nc2c3c(c(C(=O)O)cc2n1C)CCC(c1ccccc1)N3. Given the product CNC(=O)c1cc2c(nc(C)n2C)c2c1CCC(c1ccccc1)N2, predict the reactants needed to synthesize it. (3) Given the product COc1cc(I)c2c(c1)CN(Cc1ccc(OC(F)(F)F)cc1)C2=O, predict the reactants needed to synthesize it. The reactants are: CN(C)C=O.O=C1c2c(I)cc(F)cc2CN1Cc1ccc(OC(F)(F)F)cc1. (4) Given the product CCCC(O)(C#Cc1cccc(/C=C/CNC(=O)C(F)(F)F)c1)CCC, predict the reactants needed to synthesize it. The reactants are: C=CCNC(=O)C(F)(F)F.CCCC(O)(C#Cc1cccc(Br)c1)CCC.